This data is from TCR-epitope binding with 47,182 pairs between 192 epitopes and 23,139 TCRs. The task is: Binary Classification. Given a T-cell receptor sequence (or CDR3 region) and an epitope sequence, predict whether binding occurs between them. (1) The epitope is IIKDYGKQM. The TCR CDR3 sequence is CASSSFTRTILGQETQYF. Result: 0 (the TCR does not bind to the epitope). (2) The epitope is TPGPGVRYPL. The TCR CDR3 sequence is CASSSSLAGGGELFF. Result: 0 (the TCR does not bind to the epitope). (3) The epitope is ILHCANFNV. The TCR CDR3 sequence is CASSLGGYEQYF. Result: 1 (the TCR binds to the epitope). (4) The epitope is ISPRTLNAW. The TCR CDR3 sequence is CASSLESVGTGLDEQYF. Result: 0 (the TCR does not bind to the epitope).